Dataset: Merck oncology drug combination screen with 23,052 pairs across 39 cell lines. Task: Regression. Given two drug SMILES strings and cell line genomic features, predict the synergy score measuring deviation from expected non-interaction effect. (1) Drug 1: NC(=O)c1cccc2cn(-c3ccc(C4CCCNC4)cc3)nc12. Drug 2: CCc1c2c(nc3ccc(O)cc13)-c1cc3c(c(=O)n1C2)COC(=O)C3(O)CC. Cell line: PA1. Synergy scores: synergy=17.6. (2) Drug 1: CN(Cc1cnc2nc(N)nc(N)c2n1)c1ccc(C(=O)NC(CCC(=O)O)C(=O)O)cc1. Drug 2: Cc1nc(Nc2ncc(C(=O)Nc3c(C)cccc3Cl)s2)cc(N2CCN(CCO)CC2)n1. Synergy scores: synergy=-9.89. Cell line: A2058. (3) Cell line: NCIH520. Drug 2: Cn1c(=O)n(-c2ccc(C(C)(C)C#N)cc2)c2c3cc(-c4cnc5ccccc5c4)ccc3ncc21. Synergy scores: synergy=22.7. Drug 1: NC1(c2ccc(-c3nc4ccn5c(=O)[nH]nc5c4cc3-c3ccccc3)cc2)CCC1. (4) Drug 1: CC(=O)OC1C(=O)C2(C)C(O)CC3OCC3(OC(C)=O)C2C(OC(=O)c2ccccc2)C2(O)CC(OC(=O)C(O)C(NC(=O)c3ccccc3)c3ccccc3)C(C)=C1C2(C)C. Drug 2: COC1=C2CC(C)CC(OC)C(O)C(C)C=C(C)C(OC(N)=O)C(OC)C=CC=C(C)C(=O)NC(=CC1=O)C2=O. Cell line: HT144. Synergy scores: synergy=7.99.